From a dataset of Forward reaction prediction with 1.9M reactions from USPTO patents (1976-2016). Predict the product of the given reaction. Given the reactants [C:1]1([CH2:7][C:8](Cl)=[O:9])[CH:6]=[CH:5][CH:4]=[CH:3][CH:2]=1.FC(F)(F)C1C=C(C=CC=1)C(Cl)=O.[NH2:24][C:25]1[C:30]2[C:31]([C:34]3[CH:35]=[C:36]([NH:40]C(=O)C4C=CC=C(C(F)(F)F)C=4)[CH:37]=[CH:38][CH:39]=3)=[CH:32][S:33][C:29]=2[C:28]([C:53]2[CH:54]=[N:55][CH:56]=[CH:57][CH:58]=2)=[CH:27][N:26]=1, predict the reaction product. The product is: [NH2:24][C:25]1[C:30]2[C:31]([C:34]3[CH:35]=[C:36]([NH:40][C:8](=[O:9])[CH2:7][C:1]4[CH:6]=[CH:5][CH:4]=[CH:3][CH:2]=4)[CH:37]=[CH:38][CH:39]=3)=[CH:32][S:33][C:29]=2[C:28]([C:53]2[CH:54]=[N:55][CH:56]=[CH:57][CH:58]=2)=[CH:27][N:26]=1.